This data is from Catalyst prediction with 721,799 reactions and 888 catalyst types from USPTO. The task is: Predict which catalyst facilitates the given reaction. Reactant: C([O:4][CH2:5][C:6]([NH:34]C(=O)C)([CH2:12][CH2:13][C:14]1[CH:19]=[CH:18][C:17]([C:20]2[CH:25]=[CH:24][C:23]([C:26]3[CH:30]=[C:29]([CH2:31][CH2:32][CH3:33])[O:28][N:27]=3)=[CH:22][CH:21]=2)=[CH:16][CH:15]=1)[CH2:7][O:8]C(=O)C)(=O)C.[Li+].[OH-]. Product: [NH2:34][C:6]([CH2:12][CH2:13][C:14]1[CH:15]=[CH:16][C:17]([C:20]2[CH:25]=[CH:24][C:23]([C:26]3[CH:30]=[C:29]([CH2:31][CH2:32][CH3:33])[O:28][N:27]=3)=[CH:22][CH:21]=2)=[CH:18][CH:19]=1)([CH2:7][OH:8])[CH2:5][OH:4]. The catalyst class is: 20.